From a dataset of TCR-epitope binding with 47,182 pairs between 192 epitopes and 23,139 TCRs. Binary Classification. Given a T-cell receptor sequence (or CDR3 region) and an epitope sequence, predict whether binding occurs between them. (1) The epitope is EPLPQGQLTAY. The TCR CDR3 sequence is CSVGHTNTEAFF. Result: 0 (the TCR does not bind to the epitope). (2) The epitope is NLWNTFTRL. The TCR CDR3 sequence is CSVGPGLAGNVYEQYF. Result: 0 (the TCR does not bind to the epitope). (3) The epitope is TPQDLNTML. The TCR CDR3 sequence is CASSEIGRGQPQHF. Result: 0 (the TCR does not bind to the epitope). (4) Result: 0 (the TCR does not bind to the epitope). The TCR CDR3 sequence is CASSQIRGGTEAFF. The epitope is RISNCVADY.